This data is from Full USPTO retrosynthesis dataset with 1.9M reactions from patents (1976-2016). The task is: Predict the reactants needed to synthesize the given product. (1) Given the product [CH:31]1([CH2:30][O:29][C:22]2[CH:23]=[CH:24][C:25]([O:27][CH3:28])=[CH:26][C:21]=2[C:20]2[CH:19]=[CH:18][N:17]=[C:16]3[C:12]([C:10]([NH:9][C@H:6]4[CH2:7][CH2:8][C@@H:3]([NH:2][C:38](=[O:39])[CH2:37][O:36][CH3:35])[CH2:4][CH2:5]4)=[O:11])=[C:13]([CH3:34])[NH:14][C:15]=23)[CH2:32][CH2:33]1, predict the reactants needed to synthesize it. The reactants are: Cl.[NH2:2][C@@H:3]1[CH2:8][CH2:7][C@H:6]([NH:9][C:10]([C:12]2[C:16]3=[N:17][CH:18]=[CH:19][C:20]([C:21]4[CH:26]=[C:25]([O:27][CH3:28])[CH:24]=[CH:23][C:22]=4[O:29][CH2:30][CH:31]4[CH2:33][CH2:32]4)=[C:15]3[NH:14][C:13]=2[CH3:34])=[O:11])[CH2:5][CH2:4]1.[CH3:35][O:36][CH2:37][C:38](Cl)=[O:39]. (2) The reactants are: C(O[BH-](OC(=O)C)OC(=O)C)(=O)C.[Na+].[CH3:15][O:16][C:17]1[CH:18]=[C:19]([CH:22]=[CH:23][CH:24]=1)[CH:20]=O.[NH2:25][C:26]1[CH:27]=[N:28][CH:29]=[C:30]([Br:32])[CH:31]=1. Given the product [Br:32][C:30]1[CH:31]=[C:26]([NH:25][CH2:20][C:19]2[CH:22]=[CH:23][CH:24]=[C:17]([O:16][CH3:15])[CH:18]=2)[CH:27]=[N:28][CH:29]=1, predict the reactants needed to synthesize it. (3) Given the product [CH3:4][C:2]([O:5][C:6]([N:8]([C:26]([O:28][C:29]([CH3:32])([CH3:31])[CH3:30])=[O:27])[N:9]([C:17]1[C:22]([F:23])=[C:21]([NH:46][CH2:45][C:42]2[CH:43]=[CH:44][S:40][CH:41]=2)[N:20]=[C:19]([Cl:25])[N:18]=1)[C:10]([O:12][C:13]([CH3:14])([CH3:15])[CH3:16])=[O:11])=[O:7])([CH3:1])[CH3:3], predict the reactants needed to synthesize it. The reactants are: [CH3:1][C:2]([O:5][C:6]([N:8]([C:26]([O:28][C:29]([CH3:32])([CH3:31])[CH3:30])=[O:27])[N:9]([C:17]1[C:22]([F:23])=[C:21](Cl)[N:20]=[C:19]([Cl:25])[N:18]=1)[C:10]([O:12][C:13]([CH3:16])([CH3:15])[CH3:14])=[O:11])=[O:7])([CH3:4])[CH3:3].C(N(CC)CC)C.[S:40]1[CH:44]=[CH:43][C:42]([CH2:45][NH2:46])=[CH:41]1. (4) Given the product [Br:10][C:11]1[N:16]=[CH:15][C:14]([CH:17]([C:3]2[C:4]3[C:5](=[N:6][CH:7]=[CH:8][CH:9]=3)[NH:1][CH:2]=2)[OH:18])=[CH:13][CH:12]=1, predict the reactants needed to synthesize it. The reactants are: [NH:1]1[C:5]2=[N:6][CH:7]=[CH:8][CH:9]=[C:4]2[CH:3]=[CH:2]1.[Br:10][C:11]1[N:16]=[CH:15][C:14]([CH:17]=[O:18])=[CH:13][CH:12]=1.[OH-].[K+]. (5) Given the product [Cl:12][CH2:13][C:14]([N:16]1[CH2:19][CH2:18][CH:17]1[C:20]#[N:22])=[O:15], predict the reactants needed to synthesize it. The reactants are: CN(C)C=O.C(Cl)(=O)C(Cl)=O.[Cl:12][CH2:13][C:14]([N:16]1[CH2:19][CH2:18][CH:17]1[C:20]([NH2:22])=O)=[O:15].C(N(CC)CC)C.